From a dataset of Reaction yield outcomes from USPTO patents with 853,638 reactions. Predict the reaction yield, written as a fraction of the theoretical maximum amount of product (1.0 means a 100% yield; for example, 0.34 means a 34% yield). (1) The reactants are [OH:1][N:2]=[C:3]([C:5]1[C:9]([N:10]2[CH2:15][CH2:14][O:13][CH2:12][CH2:11]2)=[N:8][O:7][N:6]=1)N.N([O-])=O.[Na+].[ClH:20]. The catalyst is O. The product is [OH:1][N:2]=[C:3]([Cl:20])[C:5]1[C:9]([N:10]2[CH2:15][CH2:14][O:13][CH2:12][CH2:11]2)=[N:8][O:7][N:6]=1. The yield is 0.300. (2) The reactants are [C:1]1(=O)[CH2:5][CH2:4][CH2:3][CH2:2]1.[CH3:7][CH:8]1[CH2:12][CH2:11][CH2:10][NH:9]1.[C-:13]#[N:14].[K+]. The catalyst is O. The product is [CH3:7][CH:8]1[CH2:12][CH2:11][CH2:10][N:9]1[C:1]1([C:13]#[N:14])[CH2:5][CH2:4][CH2:3][CH2:2]1. The yield is 0.790. (3) The reactants are [CH2:1]([C:3]1[CH:8]=[CH:7][C:6]([N+:9]([O-:11])=[O:10])=[CH:5][CH:4]=1)[CH3:2].[Br:12]N1C(=O)CCC1=O. The catalyst is C(Cl)(Cl)(Cl)Cl.C(OOC(=O)C1C=CC=CC=1)(=O)C1C=CC=CC=1. The product is [Br:12][CH:1]([C:3]1[CH:4]=[CH:5][C:6]([N+:9]([O-:11])=[O:10])=[CH:7][CH:8]=1)[CH3:2]. The yield is 0.900. (4) The reactants are [CH2:1]([C:5]1[N:6]([CH2:13][C:14]2[CH:19]=[CH:18][C:17]([C:20]3[C:21]([C:26]#[N:27])=[CH:22][CH:23]=[CH:24][CH:25]=3)=[CH:16][CH:15]=2)[C:7](=[O:12])[CH:8]=[C:9]([CH3:11])[N:10]=1)[CH2:2][CH2:3][CH3:4].[Br:28]Br. The catalyst is C(O)(=O)C.C(OCC)(=O)C. The product is [Br:28][C:8]1[C:7](=[O:12])[N:6]([CH2:13][C:14]2[CH:15]=[CH:16][C:17]([C:20]3[C:21]([C:26]#[N:27])=[CH:22][CH:23]=[CH:24][CH:25]=3)=[CH:18][CH:19]=2)[C:5]([CH2:1][CH2:2][CH2:3][CH3:4])=[N:10][C:9]=1[CH3:11]. The yield is 0.880. (5) The reactants are [Si:1]([O:8][C@@H:9]1[C@@H:14]([CH3:15])[CH2:13][N:12]([C:16]2[CH:21]=[CH:20][N:19]=[CH:18][C:17]=2[N+:22]([O-])=O)[CH2:11][C@H:10]1[NH:25][C:26](=[O:32])[O:27][C:28]([CH3:31])([CH3:30])[CH3:29])([C:4]([CH3:7])([CH3:6])[CH3:5])([CH3:3])[CH3:2].CC(O)=O. The catalyst is CCOC(C)=O.[Fe]. The product is [NH2:22][C:17]1[CH:18]=[N:19][CH:20]=[CH:21][C:16]=1[N:12]1[CH2:13][C@H:14]([CH3:15])[C@@H:9]([O:8][Si:1]([C:4]([CH3:7])([CH3:6])[CH3:5])([CH3:3])[CH3:2])[C@H:10]([NH:25][C:26](=[O:32])[O:27][C:28]([CH3:31])([CH3:30])[CH3:29])[CH2:11]1. The yield is 0.470. (6) The reactants are [S:1]1[CH:5]=[CH:4][CH:3]=[C:2]1[C:6]([O:8][CH2:9][C:10]([O:12]C(C)(C)C)=[O:11])=[O:7].C(O)(C(F)(F)F)=O. The catalyst is C(Cl)Cl. The product is [S:1]1[CH:5]=[CH:4][CH:3]=[C:2]1[C:6]([O:8][CH2:9][C:10]([OH:12])=[O:11])=[O:7]. The yield is 0.980. (7) The reactants are [CH3:1][O:2][C:3]1[CH:13]=[N:12][C:11]2[S:10][CH2:9][CH2:8][NH:7][CH2:6][C:5]=2[CH:4]=1.[CH:14]([C:16]1[CH:25]=[CH:24][C:19]([C:20]([O:22][CH3:23])=[O:21])=[C:18]([O:26][CH3:27])[CH:17]=1)=O.C(O[BH-](OC(=O)C)OC(=O)C)(=O)C.[Na+]. The catalyst is ClCCCl. The product is [CH3:27][O:26][C:18]1[CH:17]=[C:16]([CH2:14][N:7]2[CH2:6][C:5]3[CH:4]=[C:3]([O:2][CH3:1])[CH:13]=[N:12][C:11]=3[S:10][CH2:9][CH2:8]2)[CH:25]=[CH:24][C:19]=1[C:20]([O:22][CH3:23])=[O:21]. The yield is 0.520. (8) The reactants are C(OC(=O)[NH:7][C:8]1[C:17]2[C:12](=[CH:13][CH:14]=[CH:15][CH:16]=2)[C:11]([C:18]2[O:22][CH:21]=[N:20][CH:19]=2)=[CH:10][CH:9]=1)(C)(C)C. The catalyst is FC(F)(F)C(O)=O. The product is [O:22]1[C:18]([C:11]2[C:12]3[C:17](=[CH:16][CH:15]=[CH:14][CH:13]=3)[C:8]([NH2:7])=[CH:9][CH:10]=2)=[CH:19][N:20]=[CH:21]1. The yield is 0.990. (9) The reactants are [C:1]([C:5]1[CH:6]=[C:7]([NH2:12])[C:8]([NH2:11])=[CH:9][CH:10]=1)([CH3:4])([CH3:3])[CH3:2].[O:13]1[CH2:18][CH2:17][CH2:16][CH2:15][C:14]1=O. The catalyst is Cl. The yield is 0.490. The product is [C:1]([C:5]1[CH:10]=[CH:9][C:8]2[NH:11][C:18]([CH2:17][CH2:16][CH2:15][CH2:14][OH:13])=[N:12][C:7]=2[CH:6]=1)([CH3:4])([CH3:2])[CH3:3]. (10) The reactants are [CH2:1]([O:8][C:9]1[CH:14]=[CH:13][C:12]([Br:15])=[CH:11][C:10]=1[CH:16]([CH3:22])[CH2:17][C:18]([O:20][CH3:21])=[O:19])[C:2]1[CH:7]=[CH:6][CH:5]=[CH:4][CH:3]=1.C(=O)=O. The catalyst is CCCCCCC.CC(O)C. The product is [CH2:1]([O:8][C:9]1[CH:14]=[CH:13][C:12]([Br:15])=[CH:11][C:10]=1[C@@H:16]([CH3:22])[CH2:17][C:18]([O:20][CH3:21])=[O:19])[C:2]1[CH:3]=[CH:4][CH:5]=[CH:6][CH:7]=1. The yield is 0.380.